This data is from Forward reaction prediction with 1.9M reactions from USPTO patents (1976-2016). The task is: Predict the product of the given reaction. (1) The product is: [CH3:1][N:2]([CH3:31])[C:3](=[O:30])[CH2:4][N:5]1[C:14]2[C:9](=[N:10][CH:11]=[C:12]([CH2:15][C:16]3[CH:17]=[CH:18][C:19]([F:22])=[CH:20][CH:21]=3)[CH:13]=2)[C:8]([OH:23])=[C:7]([C:24]([NH:32][CH2:33][C:34]([CH3:38])([CH3:37])[CH2:35][OH:36])=[O:25])[C:6]1=[O:29]. Given the reactants [CH3:1][N:2]([CH3:31])[C:3](=[O:30])[CH2:4][N:5]1[C:14]2[C:9](=[N:10][CH:11]=[C:12]([CH2:15][C:16]3[CH:21]=[CH:20][C:19]([F:22])=[CH:18][CH:17]=3)[CH:13]=2)[C:8]([OH:23])=[C:7]([C:24](OCC)=[O:25])[C:6]1=[O:29].[NH2:32][CH2:33][C:34]([CH3:38])([CH3:37])[CH2:35][OH:36], predict the reaction product. (2) Given the reactants [N+]([O-])(O)=O.[C:5]1(=[O:19])[C:14]2[C:9]3[C:10](=[CH:15][CH:16]=[CH:17][C:8]=3[C:7](=[O:18])[O:6]1)[CH:11]=[CH:12][CH:13]=2.[Br:20]Br, predict the reaction product. The product is: [Br:20][C:12]1[CH:11]=[C:10]2[CH:15]=[CH:16][CH:17]=[C:8]3[C:9]2=[C:14]([CH:13]=1)[C:5](=[O:19])[O:6][C:7]3=[O:18]. (3) Given the reactants C(Cl)(=O)C(Cl)=O.[CH3:7][O:8][C:9]1[C:10]([CH3:20])=[C:11]([C:15]([O:18][CH3:19])=[CH:16][CH:17]=1)[C:12]([OH:14])=[O:13].[C:21]1(O)[CH:26]=[CH:25][CH:24]=[CH:23][CH:22]=1.C(N(CC)CC)C, predict the reaction product. The product is: [CH3:7][O:8][C:9]1[C:10]([CH3:20])=[C:11]([C:15]([O:18][CH3:19])=[CH:16][CH:17]=1)[C:12]([O:14][C:21]1[CH:26]=[CH:25][CH:24]=[CH:23][CH:22]=1)=[O:13]. (4) Given the reactants [NH2:1][C:2]1[N:7]=[CH:6][CH:5]=[CH:4][N:3]=1.[Cl:8][C:9]1[CH:18]=[CH:17][C:12]([C:13](=O)[CH2:14]Br)=[CH:11][CH:10]=1.[OH-].[Na+], predict the reaction product. The product is: [Cl:8][C:9]1[CH:18]=[CH:17][C:12]([C:13]2[N:1]=[C:2]3[N:7]=[CH:6][CH:5]=[CH:4][N:3]3[CH:14]=2)=[CH:11][CH:10]=1. (5) Given the reactants [ClH:1].[CH3:2][O:3][C:4](=[O:17])[C@H:5]([CH2:7][C:8]1[C:16]2[C:11](=[CH:12][CH:13]=[CH:14][CH:15]=2)[NH:10][CH:9]=1)[NH2:6].C([O-])(O)=O.[Na+].[CH3:23][N:24]([CH3:38])[C:25]1([C:32]2C=C[CH:35]=[CH:34][CH:33]=2)[CH2:30][CH2:29][C:28](=O)[CH2:27][CH2:26]1.C(O)(=O)C.[O-][S:44]([O-])(=O)=O.[Na+].[Na+].[BH-](OC(C)=O)(OC(C)=O)OC(C)=O.[Na+], predict the reaction product. The product is: [ClH:1].[ClH:1].[CH3:2][O:3][C:4](=[O:17])[CH:5]([NH:6][CH:28]1[CH2:29][CH2:30][C:25]([N:24]([CH3:38])[CH3:23])([C:32]2[S:44][CH:35]=[CH:34][CH:33]=2)[CH2:26][CH2:27]1)[CH2:7][C:8]1[C:16]2[C:11](=[CH:12][CH:13]=[CH:14][CH:15]=2)[NH:10][CH:9]=1.